This data is from Full USPTO retrosynthesis dataset with 1.9M reactions from patents (1976-2016). The task is: Predict the reactants needed to synthesize the given product. (1) Given the product [NH2:20][C:18]1[CH:17]=[CH:16][C:15]2[N:10]([C:8](=[O:9])[C:7]([F:24])([F:23])[F:6])[CH2:11][CH2:12][O:13][C:14]=2[CH:19]=1, predict the reactants needed to synthesize it. The reactants are: O.O.Cl[Sn]Cl.[F:6][C:7]([F:24])([F:23])[C:8]([N:10]1[C:15]2[CH:16]=[CH:17][C:18]([N+:20]([O-])=O)=[CH:19][C:14]=2[O:13][CH2:12][CH2:11]1)=[O:9]. (2) Given the product [N:1]1([C:7]([C:9]2[CH:14]=[CH:13][C:12]([N:15]3[CH2:16][CH2:17][CH:18]([N:21]4[CH2:25][CH2:24][C@H:23]([NH:26][C:44](=[O:43])[CH2:45][NH:46][C:47](=[O:58])[C:48]5[CH:53]=[CH:52][CH:51]=[C:50]([C:54]([F:55])([F:57])[F:56])[CH:49]=5)[CH2:22]4)[CH2:19][CH2:20]3)=[CH:11][CH:10]=2)=[O:8])[CH2:6][CH2:5][O:4][CH2:3][CH2:2]1, predict the reactants needed to synthesize it. The reactants are: [N:1]1([C:7]([C:9]2[CH:14]=[CH:13][C:12]([N:15]3[CH2:20][CH2:19][CH:18]([N:21]4[CH2:25][CH2:24][C@@H:23]([NH:26]C5C(C(F)(F)F)=C(CC=O)C=CC=5C(N)=O)[CH2:22]4)[CH2:17][CH2:16]3)=[CH:11][CH:10]=2)=[O:8])[CH2:6][CH2:5][O:4][CH2:3][CH2:2]1.[O:43]=[C:44](N[C@@H]1CCNC1)[CH2:45][NH:46][C:47](=[O:58])[C:48]1[CH:53]=[CH:52][CH:51]=[C:50]([C:54]([F:57])([F:56])[F:55])[CH:49]=1. (3) Given the product [CH:15]([Si:18]([CH3:40])([CH3:39])[C:19]1[CH:38]=[CH:37][C:22]([CH2:23][N:24]([CH2:25][CH2:26][C:27]2[CH:32]=[CH:31][CH:30]=[C:29]([C:33]([F:35])([F:34])[F:36])[CH:28]=2)[C:12]([C:9]2[C:10]([F:11])=[C:2]([Cl:1])[CH:3]=[C:4]3[C:8]=2[NH:7][CH:6]=[CH:5]3)=[O:14])=[CH:21][CH:20]=1)([CH3:16])[CH3:17], predict the reactants needed to synthesize it. The reactants are: [Cl:1][C:2]1[CH:3]=[C:4]2[C:8](=[C:9]([C:12]([OH:14])=O)[C:10]=1[F:11])[NH:7][CH:6]=[CH:5]2.[CH:15]([Si:18]([CH3:40])([CH3:39])[C:19]1[CH:38]=[CH:37][C:22]([CH2:23][NH:24][CH2:25][CH2:26][C:27]2[CH:32]=[CH:31][CH:30]=[C:29]([C:33]([F:36])([F:35])[F:34])[CH:28]=2)=[CH:21][CH:20]=1)([CH3:17])[CH3:16].